Task: Regression. Given two drug SMILES strings and cell line genomic features, predict the synergy score measuring deviation from expected non-interaction effect.. Dataset: NCI-60 drug combinations with 297,098 pairs across 59 cell lines (1) Drug 1: C1=NC(=NC(=O)N1C2C(C(C(O2)CO)O)O)N. Drug 2: C#CCC(CC1=CN=C2C(=N1)C(=NC(=N2)N)N)C3=CC=C(C=C3)C(=O)NC(CCC(=O)O)C(=O)O. Cell line: HCT-15. Synergy scores: CSS=78.7, Synergy_ZIP=5.17, Synergy_Bliss=6.63, Synergy_Loewe=-26.3, Synergy_HSA=3.57. (2) Drug 1: CNC(=O)C1=CC=CC=C1SC2=CC3=C(C=C2)C(=NN3)C=CC4=CC=CC=N4. Drug 2: CC12CCC3C(C1CCC2=O)CC(=C)C4=CC(=O)C=CC34C. Cell line: SN12C. Synergy scores: CSS=25.7, Synergy_ZIP=2.26, Synergy_Bliss=0.0600, Synergy_Loewe=0.443, Synergy_HSA=1.26. (3) Drug 1: CC1OCC2C(O1)C(C(C(O2)OC3C4COC(=O)C4C(C5=CC6=C(C=C35)OCO6)C7=CC(=C(C(=C7)OC)O)OC)O)O. Drug 2: COC1=NC(=NC2=C1N=CN2C3C(C(C(O3)CO)O)O)N. Cell line: IGROV1. Synergy scores: CSS=15.9, Synergy_ZIP=-5.05, Synergy_Bliss=1.56, Synergy_Loewe=-19.9, Synergy_HSA=-1.19. (4) Cell line: COLO 205. Drug 2: CC(C)CN1C=NC2=C1C3=CC=CC=C3N=C2N. Drug 1: C1CC(=O)NC(=O)C1N2CC3=C(C2=O)C=CC=C3N. Synergy scores: CSS=-4.01, Synergy_ZIP=-0.427, Synergy_Bliss=-4.70, Synergy_Loewe=-3.61, Synergy_HSA=-4.48. (5) Drug 1: C1=CC(=C2C(=C1NCCNCCO)C(=O)C3=C(C=CC(=C3C2=O)O)O)NCCNCCO. Drug 2: CCCCCOC(=O)NC1=NC(=O)N(C=C1F)C2C(C(C(O2)C)O)O. Cell line: CAKI-1. Synergy scores: CSS=48.3, Synergy_ZIP=-1.71, Synergy_Bliss=-3.06, Synergy_Loewe=-61.4, Synergy_HSA=-1.89.